Task: Predict the product of the given reaction.. Dataset: Forward reaction prediction with 1.9M reactions from USPTO patents (1976-2016) (1) Given the reactants Cl[C:2]1[C:3]2[NH:10][C:9]([CH3:11])=[C:8]([C:12]([O:14][CH2:15][CH3:16])=[O:13])[C:4]=2[N:5]=[CH:6][N:7]=1.[CH:17]1([CH2:20][O:21][C:22]2[CH:27]=[CH:26][C:25]([O:28][CH3:29])=[CH:24][C:23]=2B2OC(C)(C)C(C)(C)O2)[CH2:19][CH2:18]1, predict the reaction product. The product is: [CH:17]1([CH2:20][O:21][C:22]2[CH:23]=[CH:24][C:25]([O:28][CH3:29])=[CH:26][C:27]=2[C:2]2[C:3]3[NH:10][C:9]([CH3:11])=[C:8]([C:12]([O:14][CH2:15][CH3:16])=[O:13])[C:4]=3[N:5]=[CH:6][N:7]=2)[CH2:18][CH2:19]1. (2) Given the reactants C(OC(=O)[NH:7][C:8]1[CH2:9][O:10][CH2:11][C@:12]([C:17]2[CH:22]=[C:21]([NH:23][C:24]([C:26]3[C:31]([CH2:32][O:33][CH3:34])=[CH:30][C:29]([Cl:35])=[CH:28][N:27]=3)=[O:25])[CH:20]=[CH:19][C:18]=2[F:36])([CH:14]([F:16])[F:15])[N:13]=1)(C)(C)C.C(O)(C(F)(F)F)=O, predict the reaction product. The product is: [NH3:7].[NH2:7][C:8]1[CH2:9][O:10][CH2:11][C@:12]([C:17]2[CH:22]=[C:21]([NH:23][C:24]([C:26]3[C:31]([CH2:32][O:33][CH3:34])=[CH:30][C:29]([Cl:35])=[CH:28][N:27]=3)=[O:25])[CH:20]=[CH:19][C:18]=2[F:36])([CH:14]([F:15])[F:16])[N:13]=1. (3) Given the reactants [C:1]1([C:7]2[C:12]([C:13]3[CH:18]=[CH:17][CH:16]=[CH:15][CH:14]=3)=[N:11][C:10](Cl)=[CH:9][N:8]=2)[CH:6]=[CH:5][CH:4]=[CH:3][CH:2]=1.[C:20]([C:22]1[CH:23]=[C:24](B(O)O)[CH:25]=[CH:26][CH:27]=1)#[N:21].C1(C)C=CC=CC=1.C(=O)([O-])[O-].[K+].[K+], predict the reaction product. The product is: [C:20]([C:22]1[CH:27]=[C:26]([C:10]2[N:11]=[C:12]([C:13]3[CH:18]=[CH:17][CH:16]=[CH:15][CH:14]=3)[C:7]([C:1]3[CH:6]=[CH:5][CH:4]=[CH:3][CH:2]=3)=[N:8][CH:9]=2)[CH:25]=[CH:24][CH:23]=1)#[N:21]. (4) Given the reactants [CH3:1][C:2]([C:4]1[CH:5]=[CH:6][C:7]([OH:11])=[CH:8][C:9]=1[OH:10])=O.Cl.[NH2:13][OH:14].C([O-])(=O)C.[Na+], predict the reaction product. The product is: [OH:10][C:9]1[CH:8]=[C:7]([OH:11])[CH:6]=[CH:5][C:4]=1[C:2](=[N:13][OH:14])[CH3:1]. (5) Given the reactants [C:1]([O:5][C:6]([NH:8][CH:9]([C:11]1[C:20]([C:21]2[CH:26]=[CH:25][CH:24]=[CH:23][CH:22]=2)=[C:19]([C:27](O)=[O:28])[C:18]2[C:13](=[CH:14][CH:15]=[C:16]([F:30])[CH:17]=2)[N:12]=1)[CH3:10])=[O:7])([CH3:4])([CH3:3])[CH3:2].[CH3:31][N:32](C(ON1N=NC2C=CC=NC1=2)=[N+](C)C)C.F[P-](F)(F)(F)(F)F.CCN(C(C)C)C(C)C.CN, predict the reaction product. The product is: [F:30][C:16]1[CH:17]=[C:18]2[C:13](=[CH:14][CH:15]=1)[N:12]=[C:11]([CH:9]([NH:8][C:6](=[O:7])[O:5][C:1]([CH3:3])([CH3:4])[CH3:2])[CH3:10])[C:20]([C:21]1[CH:26]=[CH:25][CH:24]=[CH:23][CH:22]=1)=[C:19]2[C:27](=[O:28])[NH:32][CH3:31]. (6) The product is: [NH2:43][C:16]([CH:26]1[CH2:34][C:33]2[C:28](=[CH:29][CH:30]=[C:31]([CH2:35][CH2:36][CH2:37][CH2:38][CH2:39][CH2:40][CH2:41][CH3:42])[CH:32]=2)[CH2:27]1)([CH2:17][OH:18])[CH2:15][O:14][P:13](=[O:12])([OH:47])[OH:52]. Given the reactants FC(F)(F)C(O)=O.C([O:12][P:13](=[O:52])([O:47]C(C)(C)C)[O:14][CH2:15][C:16]([NH:43]C(=O)C)([CH:26]1[CH2:34][C:33]2[C:28](=[CH:29][CH:30]=[C:31]([CH2:35][CH2:36][CH2:37][CH2:38][CH2:39][CH2:40][CH2:41][CH3:42])[CH:32]=2)[CH2:27]1)[CH2:17][O:18][Si](C(C)(C)C)(C)C)(C)(C)C, predict the reaction product.